This data is from Peptide-MHC class I binding affinity with 185,985 pairs from IEDB/IMGT. The task is: Regression. Given a peptide amino acid sequence and an MHC pseudo amino acid sequence, predict their binding affinity value. This is MHC class I binding data. (1) The peptide sequence is ASDRISGIL. The MHC is HLA-B07:02 with pseudo-sequence HLA-B07:02. The binding affinity (normalized) is 0.114. (2) The peptide sequence is IGVEPGQL. The MHC is H-2-Db with pseudo-sequence H-2-Db. The binding affinity (normalized) is 0. (3) The peptide sequence is RAVPPNPTI. The MHC is HLA-A26:01 with pseudo-sequence HLA-A26:01. The binding affinity (normalized) is 0.0847.